Dataset: Catalyst prediction with 721,799 reactions and 888 catalyst types from USPTO. Task: Predict which catalyst facilitates the given reaction. Reactant: [Cl:1][C:2]1[CH:10]=[CH:9][CH:8]=[C:7]([CH3:11])[C:3]=1[C:4]([NH2:6])=[O:5].C(Cl)(=O)[C:13](Cl)=[O:14]. Product: [Cl:1][C:2]1[CH:10]=[CH:9][CH:8]=[C:7]([CH3:11])[C:3]=1[C:4]([N:6]=[C:13]=[O:14])=[O:5]. The catalyst class is: 344.